This data is from Full USPTO retrosynthesis dataset with 1.9M reactions from patents (1976-2016). The task is: Predict the reactants needed to synthesize the given product. (1) Given the product [C:21]([N:18]1[CH2:19][CH2:20][N:15]([C:12]2[CH:13]=[CH:14][C:9]([NH:8][C:5]3[N:4]=[C:3]([N:24]4[CH2:29][CH2:28][N:27]([C:30]([NH2:31])=[O:33])[CH2:26][CH2:25]4)[C:2]([F:1])=[CH:7][N:6]=3)=[CH:10][CH:11]=2)[CH2:16][CH2:17]1)(=[O:23])[CH3:22], predict the reactants needed to synthesize it. The reactants are: [F:1][C:2]1[C:3]([N:24]2[CH2:29][CH2:28][NH:27][CH2:26][CH2:25]2)=[N:4][C:5]([NH:8][C:9]2[CH:14]=[CH:13][C:12]([N:15]3[CH2:20][CH2:19][N:18]([C:21](=[O:23])[CH3:22])[CH2:17][CH2:16]3)=[CH:11][CH:10]=2)=[N:6][CH:7]=1.[C-:30]#[N:31].[K+].[OH2:33]. (2) Given the product [C:1]([CH:3]1[CH2:8][CH2:7][N:6]([C:18]([NH:17][C:11]2[CH:12]=[C:13]([CH3:16])[CH:14]=[CH:15][C:10]=2[CH3:9])=[O:19])[CH2:5][CH2:4]1)#[N:2], predict the reactants needed to synthesize it. The reactants are: [C:1]([CH:3]1[CH2:8][CH2:7][NH:6][CH2:5][CH2:4]1)#[N:2].[CH3:9][C:10]1[CH:15]=[CH:14][C:13]([CH3:16])=[CH:12][C:11]=1[N:17]=[C:18]=[O:19]. (3) Given the product [C:19]([SiH2:18][O:17][C:16]([C:29]1[CH:30]=[CH:31][CH:32]=[CH:33][CH:34]=1)([C:23]1[CH:28]=[CH:27][CH:26]=[CH:25][CH:24]=1)[C:13]1[CH:14]=[CH:15][C:10]2[N:11]([C:7]([CH2:6][C:5]([NH2:1])=[O:4])=[C:8]([CH3:35])[N:9]=2)[CH:12]=1)([CH3:21])([CH3:22])[CH3:20], predict the reactants needed to synthesize it. The reactants are: [NH3:1].C([O:4][C:5](=O)[CH2:6][C:7]1[N:11]2[CH:12]=[C:13]([C:16]([C:29]3[CH:34]=[CH:33][CH:32]=[CH:31][CH:30]=3)([C:23]3[CH:28]=[CH:27][CH:26]=[CH:25][CH:24]=3)[O:17][SiH2:18][C:19]([CH3:22])([CH3:21])[CH3:20])[CH:14]=[CH:15][C:10]2=[N:9][C:8]=1[CH3:35])C. (4) Given the product [Cl:1][C:2]1[CH:3]=[C:4]([N:9]2[C:13](=[O:14])[O:12][N:11]=[C:10]2[C:15]2[C:19]([CH2:20][OH:21])=[N:18][O:17][N:16]=2)[CH:5]=[CH:6][C:7]=1[F:8], predict the reactants needed to synthesize it. The reactants are: [Cl:1][C:2]1[CH:3]=[C:4]([N:9]2[C:13](=[O:14])[O:12][N:11]=[C:10]2[C:15]2[C:19]([CH2:20][O:21][Si](C(C)C)(C(C)C)C(C)C)=[N:18][O:17][N:16]=2)[CH:5]=[CH:6][C:7]=1[F:8].Cl. (5) Given the product [ClH:32].[ClH:32].[ClH:32].[CH:29]1([C:22]2[N:21]=[C:20]([C:18]3[CH:17]=[N:16][N:15]([C:4]4([CH2:3][C:1]#[N:2])[CH2:7][NH:6][CH2:5]4)[CH:19]=3)[N:25]3[CH:26]=[CH:27][N:28]=[C:24]3[CH:23]=2)[CH2:31][CH2:30]1, predict the reactants needed to synthesize it. The reactants are: [C:1]([CH2:3][C:4]1([N:15]2[CH:19]=[C:18]([C:20]3[N:25]4[CH:26]=[CH:27][N:28]=[C:24]4[CH:23]=[C:22]([CH:29]4[CH2:31][CH2:30]4)[N:21]=3)[CH:17]=[N:16]2)[CH2:7][N:6](C(OC(C)(C)C)=O)[CH2:5]1)#[N:2].[ClH:32]. (6) Given the product [I:11][C:7]1[CH:8]=[CH:9][C:4]([CH:1]([CH3:3])[CH3:2])=[CH:5][C:6]=1[OH:10], predict the reactants needed to synthesize it. The reactants are: [CH:1]([C:4]1[CH:5]=[C:6]([OH:10])[CH:7]=[CH:8][CH:9]=1)([CH3:3])[CH3:2].[I:11]I.